Dataset: Forward reaction prediction with 1.9M reactions from USPTO patents (1976-2016). Task: Predict the product of the given reaction. (1) Given the reactants [CH:1]([N-:4]C(C)C)(C)C.[Li+].[Cl:9][C:10]1[CH:15]=[CH:14][C:13]([N:16]2[CH:20]=[C:19]([C:21]([O:23][C:24]([CH3:27])([CH3:26])[CH3:25])=[O:22])[N:18]=[C:17]2[C:28]2[CH:33]=[CH:32][C:31]([Cl:34])=[CH:30][C:29]=2[Cl:35])=[CH:12][CH:11]=1.C1(C)C=CC(S(C#N)(=O)=O)=CC=1.C(OCC)C, predict the reaction product. The product is: [Cl:9][C:10]1[CH:15]=[CH:14][C:13]([N:16]2[C:20]([C:1]#[N:4])=[C:19]([C:21]([O:23][C:24]([CH3:25])([CH3:26])[CH3:27])=[O:22])[N:18]=[C:17]2[C:28]2[CH:33]=[CH:32][C:31]([Cl:34])=[CH:30][C:29]=2[Cl:35])=[CH:12][CH:11]=1. (2) Given the reactants [CH2:1]([O:3][C:4](=[O:16])[C:5]1[CH:10]=[CH:9][C:8]([C:11](=[NH:14])[NH:12]O)=[CH:7][C:6]=1[CH3:15])[CH3:2].C(OC(=O)C)(=O)C, predict the reaction product. The product is: [CH2:1]([O:3][C:4](=[O:16])[C:5]1[CH:10]=[CH:9][C:8]([C:11](=[NH:12])[NH2:14])=[CH:7][C:6]=1[CH3:15])[CH3:2]. (3) The product is: [C:13]([O:12][C:11]([NH:10][C:7]1[N:8]=[CH:9][C:4]([CH:3]([C:1]#[N:2])[CH2:33][CH2:32][C:31]([O:35][CH2:36][CH3:37])=[O:34])=[N:5][CH:6]=1)=[O:17])([CH3:14])([CH3:16])[CH3:15]. Given the reactants [C:1]([CH2:3][C:4]1[N:5]=[CH:6][C:7]([NH:10][C:11](=[O:17])[O:12][C:13]([CH3:16])([CH3:15])[CH3:14])=[N:8][CH:9]=1)#[N:2].C(O)C.CC1CCCO1.[O-]CC.[Na+].[C:31]([O:35][CH2:36][CH3:37])(=[O:34])[CH:32]=[CH2:33], predict the reaction product. (4) The product is: [CH3:26][O:27][C:28]1[CH:33]=[C:32]([C:2]2[CH:20]=[CH:19][C:5]([CH2:6][O:7][C:8]3[CH:9]=[C:10]([CH2:14][CH2:15][C:16]([OH:18])=[O:17])[CH:11]=[CH:12][CH:13]=3)=[CH:4][C:3]=2[O:21][C:22]([F:25])([F:24])[F:23])[CH:31]=[CH:30][CH:29]=1. Given the reactants Cl[C:2]1[CH:20]=[CH:19][C:5]([CH2:6][O:7][C:8]2[CH:9]=[C:10]([CH2:14][CH2:15][C:16]([OH:18])=[O:17])[CH:11]=[CH:12][CH:13]=2)=[CH:4][C:3]=1[O:21][C:22]([F:25])([F:24])[F:23].[CH3:26][O:27][C:28]1[CH:29]=[C:30](B(O)O)[CH:31]=[CH:32][CH:33]=1, predict the reaction product. (5) Given the reactants [Al+3].[Cl-].[Cl-].[Cl-].[NH2:5][C:6]1[CH:7]=[C:8]([CH:10]=[CH:11][C:12]=1[CH3:13])[NH2:9].C[O:15][C:16](=O)[C:17]1[CH:22]=[CH:21][C:20]([CH2:23][N:24]2[CH2:29][CH2:28][N:27]([CH3:30])[CH2:26][CH2:25]2)=[CH:19][CH:18]=1.C(C(C(C([O-])=O)O)O)([O-])=O.[Na+].[K+].C([O-])(O)=O.[Na+], predict the reaction product. The product is: [NH2:5][C:6]1[CH:7]=[C:8]([NH:9][C:16](=[O:15])[C:17]2[CH:18]=[CH:19][C:20]([CH2:23][N:24]3[CH2:25][CH2:26][N:27]([CH3:30])[CH2:28][CH2:29]3)=[CH:21][CH:22]=2)[CH:10]=[CH:11][C:12]=1[CH3:13].